This data is from Reaction yield outcomes from USPTO patents with 853,638 reactions. The task is: Predict the reaction yield, written as a fraction of the theoretical maximum amount of product (1.0 means a 100% yield; for example, 0.34 means a 34% yield). (1) The yield is 0.610. The product is [Na+:1].[Cl:13][C:4]1[CH:5]=[C:6]([S:9]([O-:12])(=[O:10])=[O:11])[CH:7]=[CH:8][C:3]=1[O:2][S:17]([CH3:16])(=[O:19])=[O:18]. The catalyst is O.[Cl-].[Na+].O. The reactants are [Na+:1].[OH:2][C:3]1[CH:8]=[CH:7][C:6]([S:9]([O-:12])(=[O:11])=[O:10])=[CH:5][C:4]=1[Cl:13].[OH-].[Na+].[CH3:16][S:17](Cl)(=[O:19])=[O:18]. (2) The reactants are [N+:1]([C:4]1[C:5](O)=[C:6]2[CH2:12][CH2:11][CH2:10][C:7]2=[N:8][CH:9]=1)([O-:3])=[O:2].O=P(Cl)(Cl)[Cl:16]. No catalyst specified. The product is [Cl:16][C:5]1[C:4]([N+:1]([O-:3])=[O:2])=[CH:9][N:8]=[C:7]2[CH2:10][CH2:11][CH2:12][C:6]=12. The yield is 0.520. (3) The reactants are [CH3:1][C:2]1[N:7]=[N:6][C:5]([NH2:8])=[CH:4][CH:3]=1.[H-].[Na+].[N+](C1C=CC([O:20][C:21]([N:23]2[CH2:26][CH:25]([O:27][C:28]3[CH:33]=[CH:32][C:31]([C:34]4[CH:39]=[CH:38][CH:37]=[CH:36][C:35]=4[F:40])=[CH:30][N:29]=3)[CH2:24]2)=O)=CC=1)([O-])=O. The catalyst is CN(C=O)C. The product is [CH3:1][C:2]1[N:7]=[N:6][C:5]([NH:8][C:21]([N:23]2[CH2:24][CH:25]([O:27][C:28]3[CH:33]=[CH:32][C:31]([C:34]4[CH:39]=[CH:38][CH:37]=[CH:36][C:35]=4[F:40])=[CH:30][N:29]=3)[CH2:26]2)=[O:20])=[CH:4][CH:3]=1. The yield is 0.490. (4) The reactants are [C:1]([O:5][C:6](=[O:21])[NH:7][C:8]1[CH:13]=[CH:12][C:11]([CH:14]2[CH2:19][NH:18][C:17](=[O:20])[NH:16][CH2:15]2)=[CH:10][CH:9]=1)([CH3:4])([CH3:3])[CH3:2].C1C(=O)N([Br:29])C(=O)C1. The catalyst is CC#N. The product is [C:1]([O:5][C:6](=[O:21])[NH:7][C:8]1[CH:9]=[CH:10][C:11]([CH:14]2[CH2:19][NH:18][C:17](=[O:20])[NH:16][CH2:15]2)=[CH:12][C:13]=1[Br:29])([CH3:4])([CH3:2])[CH3:3]. The yield is 0.320. (5) The reactants are [Cl:1][C:2]1[CH:3]=[C:4]([CH2:10][C:11]([OH:13])=[O:12])[CH:5]=[CH:6][C:7]=1[S:8][CH3:9].S(=O)(=O)(O)O.[CH3:19]O. No catalyst specified. The product is [CH3:19][O:12][C:11](=[O:13])[CH2:10][C:4]1[CH:5]=[CH:6][C:7]([S:8][CH3:9])=[C:2]([Cl:1])[CH:3]=1. The yield is 0.855.